From a dataset of Reaction yield outcomes from USPTO patents with 853,638 reactions. Predict the reaction yield, written as a fraction of the theoretical maximum amount of product (1.0 means a 100% yield; for example, 0.34 means a 34% yield). (1) The reactants are [NH2:1][C:2]1[CH:7]=[CH:6][C:5]([C:8](=[O:10])[CH3:9])=[CH:4][CH:3]=1.F[P-](F)(F)(F)(F)F.N1(OC(N(C)C)=[N+](C)C)C2N=CC=CC=2N=N1.C(N(CC)C(C)C)(C)C.[N:44]1([S:50]([C:53]2[CH:54]=[C:55]([CH:59]=[CH:60][CH:61]=2)[C:56](O)=[O:57])(=[O:52])=[O:51])[CH2:49][CH2:48][CH2:47][CH2:46][CH2:45]1. The product is [C:8]([C:5]1[CH:6]=[CH:7][C:2]([NH:1][C:56](=[O:57])[C:55]2[CH:59]=[CH:60][CH:61]=[C:53]([S:50]([N:44]3[CH2:49][CH2:48][CH2:47][CH2:46][CH2:45]3)(=[O:52])=[O:51])[CH:54]=2)=[CH:3][CH:4]=1)(=[O:10])[CH3:9]. The yield is 0.410. The catalyst is C(OCC)(=O)C.CN(C=O)C. (2) The reactants are [N+:1]([C:4]1[CH:24]=[CH:23][C:22]([N:25]2[CH2:30][CH2:29][CH2:28][CH2:27][CH2:26]2)=[CH:21][C:5]=1[C:6]([NH:8][C:9]1[CH:10]=[N:11][C:12]([C:15]2[CH:20]=[CH:19][CH:18]=[CH:17][CH:16]=2)=[N:13][CH:14]=1)=[O:7])([O-])=O. The catalyst is CCOC(C)=O.CCO.[Pd]. The product is [NH2:1][C:4]1[CH:24]=[CH:23][C:22]([N:25]2[CH2:30][CH2:29][CH2:28][CH2:27][CH2:26]2)=[CH:21][C:5]=1[C:6]([NH:8][C:9]1[CH:10]=[N:11][C:12]([C:15]2[CH:16]=[CH:17][CH:18]=[CH:19][CH:20]=2)=[N:13][CH:14]=1)=[O:7]. The yield is 0.970. (3) The reactants are [CH2:1]([N:3]([CH:11]1[CH2:16][CH2:15][CH2:14][CH:13]([C:17]2[C:25]3[C:20](=[CH:21][CH:22]=[C:23]([N+:26]([O-])=O)[CH:24]=3)[NH:19][CH:18]=2)[CH2:12]1)[C:4](=[O:10])[O:5][C:6]([CH3:9])([CH3:8])[CH3:7])[CH3:2].O.NN. The catalyst is CO.O.[Ni]. The product is [NH2:26][C:23]1[CH:24]=[C:25]2[C:20](=[CH:21][CH:22]=1)[NH:19][CH:18]=[C:17]2[CH:13]1[CH2:14][CH2:15][CH2:16][CH:11]([N:3]([CH2:1][CH3:2])[C:4](=[O:10])[O:5][C:6]([CH3:7])([CH3:8])[CH3:9])[CH2:12]1. The yield is 0.960. (4) The reactants are COC1C=C(OC)C=C(OC)C=1C[NH:6][C:7]1[CH:12]=[C:11](Cl)[N:10]=[CH:9][N:8]=1.[F:22][C:23]1[CH:28]=[C:27]([N+:29]([O-:31])=[O:30])[CH:26]=[CH:25][C:24]=1[OH:32].COCCOCCOC. The catalyst is O. The product is [F:22][C:23]1[CH:28]=[C:27]([N+:29]([O-:31])=[O:30])[CH:26]=[CH:25][C:24]=1[O:32][C:11]1[N:10]=[CH:9][N:8]=[C:7]([NH2:6])[CH:12]=1. The yield is 0.310. (5) The reactants are [CH:1]([C:3]1[CH:4]=[CH:5][C:6]2[C:15]3[CH:14]=[C:13]4[CH2:16][CH2:17][CH2:18][C:19](=[O:20])[C:12]4=[CH:11][C:10]=3[O:9][CH2:8][C:7]=2[CH:21]=1)=[CH2:2].C1C(=O)N([Br:29])C(=O)C1.[OH2:30]. The catalyst is C1COCC1.CS(C)=O.CCOC(C)=O.O=[Mn]=O. The product is [Br:29][CH2:2][C:1]([C:3]1[CH:4]=[CH:5][C:6]2[C:15]3[CH:14]=[C:13]4[CH2:16][CH2:17][CH2:18][C:19](=[O:20])[C:12]4=[CH:11][C:10]=3[O:9][CH2:8][C:7]=2[CH:21]=1)=[O:30]. The yield is 0.560. (6) The reactants are CO.[Li+].[BH4-].C([O:7][C:8]([C:10]1[CH:18]=[C:13]2[CH2:14][CH2:15][CH2:16][CH2:17][N:12]2[N:11]=1)=O)C. The catalyst is C1COCC1. The product is [N:11]1[N:12]2[CH2:17][CH2:16][CH2:15][CH2:14][C:13]2=[CH:18][C:10]=1[CH2:8][OH:7]. The yield is 0.950.